From a dataset of NCI-60 drug combinations with 297,098 pairs across 59 cell lines. Regression. Given two drug SMILES strings and cell line genomic features, predict the synergy score measuring deviation from expected non-interaction effect. (1) Drug 1: C1CCC(C1)C(CC#N)N2C=C(C=N2)C3=C4C=CNC4=NC=N3. Drug 2: CC1OCC2C(O1)C(C(C(O2)OC3C4COC(=O)C4C(C5=CC6=C(C=C35)OCO6)C7=CC(=C(C(=C7)OC)O)OC)O)O. Cell line: OVCAR-5. Synergy scores: CSS=19.7, Synergy_ZIP=-2.84, Synergy_Bliss=0.312, Synergy_Loewe=-9.24, Synergy_HSA=-3.40. (2) Drug 1: COC1=NC(=NC2=C1N=CN2C3C(C(C(O3)CO)O)O)N. Drug 2: CCN(CC)CCNC(=O)C1=C(NC(=C1C)C=C2C3=C(C=CC(=C3)F)NC2=O)C. Cell line: COLO 205. Synergy scores: CSS=6.78, Synergy_ZIP=-2.11, Synergy_Bliss=-0.259, Synergy_Loewe=-1.86, Synergy_HSA=-1.65. (3) Drug 1: C1CCN(CC1)CCOC2=CC=C(C=C2)C(=O)C3=C(SC4=C3C=CC(=C4)O)C5=CC=C(C=C5)O. Drug 2: C1CC(C1)(C(=O)O)C(=O)O.[NH2-].[NH2-].[Pt+2]. Cell line: M14. Synergy scores: CSS=27.3, Synergy_ZIP=-0.0619, Synergy_Bliss=5.81, Synergy_Loewe=2.93, Synergy_HSA=2.98. (4) Drug 1: C1=C(C(=O)NC(=O)N1)F. Drug 2: C1CN(CCN1C(=O)CCBr)C(=O)CCBr. Cell line: UACC62. Synergy scores: CSS=31.8, Synergy_ZIP=-5.07, Synergy_Bliss=-3.17, Synergy_Loewe=-2.18, Synergy_HSA=1.67.